This data is from Reaction yield outcomes from USPTO patents with 853,638 reactions. The task is: Predict the reaction yield, written as a fraction of the theoretical maximum amount of product (1.0 means a 100% yield; for example, 0.34 means a 34% yield). (1) The reactants are [Br:1][C:2]1[CH:7]=[CH:6][CH:5]=[C:4]([F:8])[C:3]=1[OH:9].CCN(C(C)C)C(C)C.Cl[CH2:20][O:21][CH3:22]. The catalyst is C(Cl)Cl. The product is [Br:1][C:2]1[CH:7]=[CH:6][CH:5]=[C:4]([F:8])[C:3]=1[O:9][CH2:20][O:21][CH3:22]. The yield is 0.890. (2) The reactants are [Cl:1][C:2](Cl)([O:4]C(=O)OC(Cl)(Cl)Cl)Cl.N1C=CC=CC=1.[CH2:19]1[C:27]2[C:22](=[CH:23][CH:24]=[CH:25][CH:26]=2)[CH2:21][NH:20]1. The catalyst is ClCCl. The product is [CH2:19]1[C:27]2[C:22](=[CH:23][CH:24]=[CH:25][CH:26]=2)[CH2:21][N:20]1[C:2]([Cl:1])=[O:4]. The yield is 0.280. (3) The reactants are C1(P(C2C=CC=CC=2)C2C=CC=CC=2)C=CC=CC=1.BrN1C(=O)CCC1=O.[Br:28][C:29]1[CH:37]=[C:36]2[C:32]([C:33]([C:41]([OH:43])=O)=[CH:34][N:35]2[CH:38]([CH3:40])[CH3:39])=[CH:31][CH:30]=1.[NH2:44][C:45]1[S:46][CH:47]=[CH:48][N:49]=1. The catalyst is C(Cl)Cl. The product is [S:46]1[CH:47]=[CH:48][N:49]=[C:45]1[NH:44][C:41]([C:33]1[C:32]2[C:36](=[CH:37][C:29]([Br:28])=[CH:30][CH:31]=2)[N:35]([CH:38]([CH3:39])[CH3:40])[CH:34]=1)=[O:43]. The yield is 0.116. (4) The reactants are [CH3:1][C:2]1([CH3:26])[CH2:9][C:7](=[O:8])[N:6]([CH2:10][CH2:11][CH2:12][CH2:13][N:14]2[CH2:19][CH2:18][N:17]([C:20]3[N:21]=[CH:22][CH:23]=[CH:24][N:25]=3)[CH2:16][CH2:15]2)[C:4](=[O:5])[CH2:3]1.P(OCC)(OCC)[O:28]CC.C[Si]([N-][Si](C)(C)C)(C)C.[Na+].C1C=NC(N2CCN(CCCCN3C(=O)CC4(CCCC4)CC3=O)CC2)=NC=1. The catalyst is C1COCC1. The product is [CH3:1][C:2]1([CH3:26])[CH:3]([OH:28])[C:4](=[O:5])[N:6]([CH2:10][CH2:11][CH2:12][CH2:13][N:14]2[CH2:15][CH2:16][N:17]([C:20]3[N:21]=[CH:22][CH:23]=[CH:24][N:25]=3)[CH2:18][CH2:19]2)[C:7](=[O:8])[CH2:9]1. The yield is 0.890.